The task is: Predict the product of the given reaction.. This data is from Forward reaction prediction with 1.9M reactions from USPTO patents (1976-2016). (1) The product is: [CH:1]1([CH2:7][N:8]2[CH2:13][CH2:12][CH:11]([N:14]([C:15]3[CH:20]=[CH:19][C:18]([CH3:21])=[CH:17][N:16]=3)[C:34]([C:30]3[O:29][CH:33]=[CH:32][CH:31]=3)=[O:35])[CH2:10][CH2:9]2)[CH2:2][CH2:3][CH2:4][CH2:5][CH2:6]1. Given the reactants [CH:1]1([CH2:7][N:8]2[CH2:13][CH2:12][CH:11]([NH:14][C:15]3[CH:20]=[CH:19][C:18]([CH3:21])=[CH:17][N:16]=3)[CH2:10][CH2:9]2)[CH2:6][CH2:5][CH2:4][CH2:3][CH2:2]1.C(N(CC)CC)C.[O:29]1[CH:33]=[CH:32][CH:31]=[C:30]1[C:34](Cl)=[O:35], predict the reaction product. (2) Given the reactants [Br:1][C:2]1[CH:3]=[C:4]([OH:9])[CH:5]=[CH:6][C:7]=1[F:8].[H-].[Na+].[CH3:12][O:13][C:14]1[CH:21]=[CH:20][C:17]([CH2:18]Br)=[CH:16][CH:15]=1, predict the reaction product. The product is: [Br:1][C:2]1[CH:3]=[C:4]([O:9][CH2:18][C:17]2[CH:20]=[CH:21][C:14]([O:13][CH3:12])=[CH:15][CH:16]=2)[CH:5]=[CH:6][C:7]=1[F:8]. (3) Given the reactants [CH:1]([Si:4]([CH:20]([CH3:22])[CH3:21])([CH:17]([CH3:19])[CH3:18])[O:5][CH2:6][CH2:7][C:8]1[S:12][CH:11]=[N:10][C:9]=1[C:13](OC)=[O:14])([CH3:3])[CH3:2].C1COCC1.[AlH4-].[Li+].O, predict the reaction product. The product is: [CH:17]([Si:4]([CH:1]([CH3:3])[CH3:2])([CH:20]([CH3:22])[CH3:21])[O:5][CH2:6][CH2:7][C:8]1[S:12][CH:11]=[N:10][C:9]=1[CH2:13][OH:14])([CH3:18])[CH3:19]. (4) The product is: [CH:32]([N:23]1[CH2:22][CH2:27][N:26]([C:3]([C:5]2[CH:10]=[N:9][C:8]([CH2:11][N:12]3[CH2:17][CH2:16][CH2:15][CH2:14][CH2:13]3)=[CH:7][N:6]=2)=[O:4])[CH2:25][CH2:24]1)([CH3:33])[CH3:31]. Given the reactants CO[C:3]([C:5]1[CH:10]=[N:9][C:8]([CH2:11][N:12]2[CH2:17][CH2:16][CH2:15][CH2:14][CH2:13]2)=[CH:7][N:6]=1)=[O:4].COC([C:22]1[CH:27]=[N:26][C:25](C=O)=[CH:24][N:23]=1)=O.N1CC[CH2:33][CH2:32][CH2:31]1.[BH-](OC(C)=O)(OC(C)=O)OC(C)=O.[Na+], predict the reaction product. (5) Given the reactants [F:1][C:2]([F:13])([F:12])[C:3]1[C:11]2[CH2:10][CH2:9][CH2:8][CH2:7][C:6]=2[NH:5][N:4]=1.CC(C)([O-])C.[K+].[I-].[K+].Br[CH2:23][C:24]1[CH:33]=[CH:32][CH:31]=[CH:30][C:25]=1[C:26]([O:28][CH3:29])=[O:27], predict the reaction product. The product is: [F:13][C:2]([F:1])([F:12])[C:3]1[C:11]2[CH2:10][CH2:9][CH2:8][CH2:7][C:6]=2[N:5]([CH2:23][C:24]2[CH:33]=[CH:32][CH:31]=[CH:30][C:25]=2[C:26]([O:28][CH3:29])=[O:27])[N:4]=1. (6) Given the reactants [CH2:1]([NH:4][C:5]1[C:6]2[S:14][CH:13]=[C:12]([CH3:15])[C:7]=2[N:8]=[C:9]([Cl:11])[N:10]=1)[CH:2]=[CH2:3].[CH2:16]([NH:19][CH2:20][CH:21]=[CH2:22])[CH:17]=[CH2:18].C(=O)([O-])O.[Na+], predict the reaction product. The product is: [ClH:11].[CH2:1]([NH:4][C:5]1[C:6]2[S:14][CH:13]=[C:12]([CH3:15])[C:7]=2[N:8]=[C:9]([N:19]([CH2:20][CH:21]=[CH2:22])[CH2:16][CH:17]=[CH2:18])[N:10]=1)[CH:2]=[CH2:3].